Dataset: Retrosynthesis with 50K atom-mapped reactions and 10 reaction types from USPTO. Task: Predict the reactants needed to synthesize the given product. (1) Given the product CCOC(=O)Cc1cc(Cl)ccc1OCC(=O)N1CC(C)N(Cc2ccc(F)cc2)CC1C, predict the reactants needed to synthesize it. The reactants are: CCOC(=O)Cc1cc(Cl)ccc1O.C[C@H]1CN(C(=O)CCl)[C@H](C)CN1Cc1ccc(F)cc1. (2) The reactants are: Nc1cc(-c2c(F)cncc2F)c(-c2ccccc2F)nc1N.O=C(n1ccnc1)n1ccnc1. Given the product O=c1[nH]c2cc(-c3c(F)cncc3F)c(-c3ccccc3F)nc2[nH]1, predict the reactants needed to synthesize it. (3) Given the product COC(=O)c1c(-c2ccccc2)c2cc(Br)ccc2c(=O)n1Cc1ccc(C(=O)NN)cc1, predict the reactants needed to synthesize it. The reactants are: COC(=O)c1c(-c2ccccc2)c2cc(Br)ccc2c(=O)n1Cc1ccc(C(=O)NNC(=O)OC(C)(C)C)cc1. (4) The reactants are: BrCC1CC1.CCOC(=O)c1c(Cc2cccc(C(F)(F)F)c2)c2ccccc2n1Cc1cc(O)cc(OS(C)(=O)=O)c1. Given the product CCOC(=O)c1c(Cc2cccc(C(F)(F)F)c2)c2ccccc2n1Cc1cc(OCC2CC2)cc(OS(C)(=O)=O)c1, predict the reactants needed to synthesize it. (5) Given the product CCOC(=O)C1CCN(Cc2ccccc2)CC1, predict the reactants needed to synthesize it. The reactants are: CCOC(=O)C1CCNCC1.ClCc1ccccc1. (6) The reactants are: COc1ccc(CC(=O)C(C)C)cc1OC.[BH3-]C#N. Given the product COc1ccc(CC(N)C(C)C)cc1OC, predict the reactants needed to synthesize it. (7) The reactants are: COC(=O)C(C)Oc1cc(Cl)ccc1CCl.Cn1nc(-c2ccc(O)cc2)c(Cl)c1OC(F)F. Given the product COC(=O)C(C)Oc1cc(Cl)ccc1COc1ccc(-c2nn(C)c(OC(F)F)c2Cl)cc1, predict the reactants needed to synthesize it. (8) Given the product NCC12CC(=O)Nc3cccc(c31)NC2=O, predict the reactants needed to synthesize it. The reactants are: O=C1CC2(CN3C(=O)c4ccccc4C3=O)C(=O)Nc3cccc(c32)N1.